Predict the reactants needed to synthesize the given product. From a dataset of Full USPTO retrosynthesis dataset with 1.9M reactions from patents (1976-2016). The reactants are: [CH:1]1([CH:6]=[C:7]([C:18]2[NH:29][C:21]3=[N:22][CH:23]=[C:24]([CH2:26][O:27][CH3:28])[CH:25]=[C:20]3[CH:19]=2)[C:8]2[CH:13]=[CH:12][C:11]([S:14]([CH3:17])(=[O:16])=[O:15])=[CH:10][CH:9]=2)[CH2:5][CH2:4][CH2:3][CH2:2]1. Given the product [CH:1]1([CH2:6][CH:7]([C:18]2[NH:29][C:21]3=[N:22][CH:23]=[C:24]([CH2:26][O:27][CH3:28])[CH:25]=[C:20]3[CH:19]=2)[C:8]2[CH:13]=[CH:12][C:11]([S:14]([CH3:17])(=[O:16])=[O:15])=[CH:10][CH:9]=2)[CH2:5][CH2:4][CH2:3][CH2:2]1, predict the reactants needed to synthesize it.